Dataset: Forward reaction prediction with 1.9M reactions from USPTO patents (1976-2016). Task: Predict the product of the given reaction. (1) Given the reactants [Br:1][C:2]1[CH:3]=[C:4]2[C:9](=[CH:10][CH:11]=1)[O:8][CH:7]=[C:6]([CH:12]=[O:13])[C:5]2=[O:14].[CH2:15]=[C:16]([O:19][Si](C)(C)C)[CH:17]=[CH2:18], predict the reaction product. The product is: [Br:1][C:2]1[CH:3]=[C:4]2[C:9]([O:8][CH:7]3[C:6]([CH:12]=[O:13])([C:5]2=[O:14])[CH2:18][CH2:17][C:16](=[O:19])[CH2:15]3)=[CH:10][CH:11]=1. (2) The product is: [F:1][C:2]1[CH:3]=[C:4]([CH:8]2[O:28][CH:9]2[CH2:10][OH:11])[CH:5]=[CH:6][CH:7]=1. Given the reactants [F:1][C:2]1[CH:3]=[C:4]([CH:8]=[CH:9][CH2:10][OH:11])[CH:5]=[CH:6][CH:7]=1.[O-]O.C1(C(C)C)C=CC=CC=1.[OH-].[Na+].[Cl-].[Na+].S(S([O-])=O)([O-])(=O)=[O:28].[Na+].[Na+], predict the reaction product. (3) The product is: [NH:6]1[C:5]2[CH:9]=[CH:10][C:2]([N:1]3[CH:15]([C:14]4[CH:17]=[CH:18][C:19]([C:20]([F:23])([F:22])[F:21])=[C:12]([F:11])[CH:13]=4)[CH2:31][NH:30][C:35]3=[O:36])=[CH:3][C:4]=2[N:8]=[CH:7]1. Given the reactants [NH2:1][C:2]1[CH:10]=[CH:9][C:5]2[N:6]=[CH:7][NH:8][C:4]=2[CH:3]=1.[F:11][C:12]1[CH:13]=[C:14]([CH:17]=[CH:18][C:19]=1[C:20]([F:23])([F:22])[F:21])[CH:15]=O.[Si](C#N)(C)(C)C.[N:30]1([C:35](N2C=CN=C2)=[O:36])C=CN=[CH:31]1, predict the reaction product.